Predict the reaction yield, written as a fraction of the theoretical maximum amount of product (1.0 means a 100% yield; for example, 0.34 means a 34% yield). From a dataset of Reaction yield outcomes from USPTO patents with 853,638 reactions. (1) The reactants are [CH3:1][C:2]([C:4]1[CH:9]=[C:8]([O:10][CH3:11])[CH:7]=[CH:6][C:5]=1[OH:12])=[O:3].[CH2:13]([O:20][C:21]1[CH:30]=[C:29]2[C:24]([C:25](Cl)=[CH:26][CH:27]=[N:28]2)=[CH:23][C:22]=1[O:32][CH3:33])[C:14]1[CH:19]=[CH:18][CH:17]=[CH:16][CH:15]=1. The catalyst is CN(C)C1C=CN=CC=1.ClC1C=CC=CC=1Cl. The product is [CH2:13]([O:20][C:21]1[CH:30]=[C:29]2[C:24]([C:25]([O:12][C:5]3[CH:6]=[CH:7][C:8]([O:10][CH3:11])=[CH:9][C:4]=3[C:2](=[O:3])[CH3:1])=[CH:26][CH:27]=[N:28]2)=[CH:23][C:22]=1[O:32][CH3:33])[C:14]1[CH:15]=[CH:16][CH:17]=[CH:18][CH:19]=1. The yield is 0.590. (2) The reactants are [CH3:1][C:2]([C:4]1[CH:9]=[CH:8][C:7](Br)=[CH:6][CH:5]=1)=[O:3].[NH:11]1[CH:15]=[N:14][CH:13]=[N:12]1.C([O-])([O-])=O.[Cs+].[Cs+]. The catalyst is CN(C=O)C.O.[Cu]I. The product is [N:11]1([C:7]2[CH:8]=[CH:9][C:4]([C:2](=[O:3])[CH3:1])=[CH:5][CH:6]=2)[CH:15]=[N:14][CH:13]=[N:12]1. The yield is 0.960. (3) The reactants are [O:1]1[C:5]2[CH:6]=[CH:7][C:8]([C:10]3[C:11](=[O:50])[O:12][C:13]([OH:49])([C:41]4[CH:46]=[CH:45][C:44]([O:47][CH3:48])=[CH:43][CH:42]=4)[C:14]=3[CH2:15][C:16]3[CH:21]=[C:20]([O:22][CH3:23])[C:19]([O:24][CH3:25])=[C:18]([O:26][CH2:27][CH2:28][O:29][CH2:30][CH2:31][O:32][CH2:33][CH2:34][O:35][CH2:36][CH2:37][N:38]=[N+]=[N-])[CH:17]=3)=[CH:9][C:4]=2[O:3][CH2:2]1.C1C=CC(P(C2C=CC=CC=2)C2C=CC=CC=2)=CC=1.O. The catalyst is C1COCC1. The product is [O:1]1[C:5]2[CH:6]=[CH:7][C:8]([C:10]3[C:11](=[O:50])[O:12][C:13]([OH:49])([C:41]4[CH:46]=[CH:45][C:44]([O:47][CH3:48])=[CH:43][CH:42]=4)[C:14]=3[CH2:15][C:16]3[CH:21]=[C:20]([O:22][CH3:23])[C:19]([O:24][CH3:25])=[C:18]([O:26][CH2:27][CH2:28][O:29][CH2:30][CH2:31][O:32][CH2:33][CH2:34][O:35][CH2:36][CH2:37][NH2:38])[CH:17]=3)=[CH:9][C:4]=2[O:3][CH2:2]1. The yield is 0.440. (4) The reactants are ClC1C=C(C=CC=1)C(OO)=[O:6].[Cl:12][C:13]1[CH:22]=[CH:21][C:20]2[CH2:19][N:18]([C:23]([O:25][C:26]([CH3:29])([CH3:28])[CH3:27])=[O:24])[CH2:17][CH2:16][C:15]=2[N:14]=1. The catalyst is C(Cl)(Cl)Cl. The product is [C:26]([O:25][C:23]([N:18]1[CH2:17][CH2:16][C:15]2[N+:14]([O-:6])=[C:13]([Cl:12])[CH:22]=[CH:21][C:20]=2[CH2:19]1)=[O:24])([CH3:29])([CH3:28])[CH3:27]. The yield is 0.566. (5) The reactants are C[N:2](C)/[C:3](/[CH3:26])=[CH:4]/[C:5]([C:7]1[S:8][CH:9]=[CH:10][C:11]=1[NH:12][C:13](=[O:25])[CH2:14][C:15]1[C:24]2[C:19](=[CH:20][CH:21]=[CH:22][CH:23]=2)[CH:18]=[CH:17][CH:16]=1)=O.O.[NH2:29]N.C(O)(=O)C. The catalyst is C(O)C. The product is [CH3:26][C:3]1[NH:2][N:29]=[C:5]([C:7]2[S:8][CH:9]=[CH:10][C:11]=2[NH:12][C:13](=[O:25])[CH2:14][C:15]2[C:24]3[C:19](=[CH:20][CH:21]=[CH:22][CH:23]=3)[CH:18]=[CH:17][CH:16]=2)[CH:4]=1. The yield is 0.160. (6) The reactants are [CH2:1]([N:4]1[C:8]2=[C:9]([N:24]3[CH2:33][CH2:32][C:31]4[C:26](=[CH:27][CH:28]=[CH:29][CH:30]=4)[CH2:25]3)[N:10]=[C:11]([C:13]([NH:15][CH2:16][C:17]3[CH:22]=[CH:21][C:20]([CH3:23])=[CH:19][CH:18]=3)=[O:14])[CH:12]=[C:7]2[C:6]([CH3:34])=[C:5]1[CH3:35])[CH:2]=[CH2:3].[ClH:36]. The catalyst is C(OCC)(=O)C. The product is [ClH:36].[CH2:1]([N:4]1[C:8]2=[C:9]([N:24]3[CH2:33][CH2:32][C:31]4[C:26](=[CH:27][CH:28]=[CH:29][CH:30]=4)[CH2:25]3)[N:10]=[C:11]([C:13]([NH:15][CH2:16][C:17]3[CH:22]=[CH:21][C:20]([CH3:23])=[CH:19][CH:18]=3)=[O:14])[CH:12]=[C:7]2[C:6]([CH3:34])=[C:5]1[CH3:35])[CH:2]=[CH2:3]. The yield is 0.900.